This data is from Catalyst prediction with 721,799 reactions and 888 catalyst types from USPTO. The task is: Predict which catalyst facilitates the given reaction. (1) Reactant: [Cl:1][C:2]1[CH:3]=[C:4]2[C:8](=[CH:9][CH:10]=1)[NH:7][CH:6]=[C:5]2[CH2:11][CH2:12][NH:13][C:14](=[O:22])[C:15]1[CH:20]=[CH:19][CH:18]=[C:17](I)[CH:16]=1.[Cl:23][C:24]1[CH:25]=[C:26](B(O)O)[CH:27]=[CH:28][CH:29]=1.C(=O)([O-])[O-].[Na+].[Na+]. Product: [Cl:23][C:24]1[CH:29]=[C:28]([C:17]2[CH:18]=[CH:19][CH:20]=[C:15]([C:14]([NH:13][CH2:12][CH2:11][C:5]3[C:4]4[C:8](=[CH:9][CH:10]=[C:2]([Cl:1])[CH:3]=4)[NH:7][CH:6]=3)=[O:22])[CH:16]=2)[CH:27]=[CH:26][CH:25]=1. The catalyst class is: 437. (2) Reactant: Cl[CH2:2][C:3]1[C:11]([O:12][CH3:13])=[CH:10][CH:9]=[C:8]2[C:4]=1[CH2:5][CH2:6][C:7]2=[O:14].CCN(CC)CC.CC(O[Na])=O. Product: [CH3:13][O:12][C:11]1[C:3]([CH3:2])=[C:4]2[C:8](=[CH:9][CH:10]=1)[C:7](=[O:14])[CH2:6][CH2:5]2. The catalyst class is: 19. (3) Reactant: [NH2:1][C:2]1[CH:25]=[CH:24][C:23]([N:26]2[CH2:31][CH2:30][CH2:29][CH2:28][CH2:27]2)=[CH:22][C:3]=1[C:4]([NH:6][C:7]1[CH:11]=[CH:10][N:9]([C:12]2[CH:17]=[CH:16][CH:15]=[C:14]([C:18]([F:21])([F:20])[F:19])[CH:13]=2)[N:8]=1)=[O:5].[CH2:32]([N:34]([CH2:49][CH3:50])[CH2:35][CH2:36][N:37]([CH2:39][C:40]1[CH:48]=[CH:47][C:43]([C:44](O)=[O:45])=[CH:42][CH:41]=1)[CH3:38])[CH3:33].CCN=C=NCCCN(C)C.Cl. Product: [CH2:49]([N:34]([CH2:32][CH3:33])[CH2:35][CH2:36][N:37]([CH2:39][C:40]1[CH:41]=[CH:42][C:43]([C:44]([NH:1][C:2]2[CH:25]=[CH:24][C:23]([N:26]3[CH2:31][CH2:30][CH2:29][CH2:28][CH2:27]3)=[CH:22][C:3]=2[C:4]([NH:6][C:7]2[CH:11]=[CH:10][N:9]([C:12]3[CH:17]=[CH:16][CH:15]=[C:14]([C:18]([F:20])([F:21])[F:19])[CH:13]=3)[N:8]=2)=[O:5])=[O:45])=[CH:47][CH:48]=1)[CH3:38])[CH3:50]. The catalyst class is: 112. (4) Reactant: IC1C2N=CN=C(N)C=2NN=1.FC1C=CC([N+]([O-])=O)=CC=1.[I:22][C:23]1[C:27]2[N:28]=[CH:29][N:30]=[C:31]([NH2:32])[C:26]=2[N:25]([C:33]2[CH:38]=[CH:37][C:36]([N+:39]([O-:41])=[O:40])=[C:35](OC)[CH:34]=2)[N:24]=1.CO[C@@H]1[C@@H](C(OC)=O)[C@@H]2[C@@H](CN3[C@H](C2)C2NC4C=C(OC)C=CC=4C=2CC3)C[C@H]1OC(C1C=C(OC)C(OC)=C(OC)C=1)=O. Product: [I:22][C:23]1[C:27]2[N:28]=[CH:29][N:30]=[C:31]([NH2:32])[C:26]=2[N:25]([C:33]2[CH:34]=[CH:35][C:36]([N+:39]([O-:41])=[O:40])=[CH:37][CH:38]=2)[N:24]=1. The catalyst class is: 10. (5) Reactant: Br[C:2]1[CH:3]=[C:4]([C:9]2[N:14]=[C:13]([C:15]3[CH:20]=[CH:19][CH:18]=[CH:17][CH:16]=3)[N:12]=[C:11]([C:21]3[CH:26]=[CH:25][CH:24]=[CH:23][CH:22]=3)[N:10]=2)[CH:5]=[C:6](Br)[CH:7]=1.[CH3:27][C:28]1[CH:33]=[CH:32][CH:31]=[C:30]([C:34]2[CH:39]=[CH:38][C:37](B3OC(C)(C)C(C)(C)O3)=[CH:36][CH:35]=2)[N:29]=1.P([O-])([O-])([O-])=O.[K+].[K+].[K+]. Product: [CH3:27][C:28]1[N:29]=[C:30]([C:34]2[CH:39]=[CH:38][C:37]([C:6]3[CH:5]=[C:4]([C:9]4[N:10]=[C:11]([C:21]5[CH:22]=[CH:23][CH:24]=[CH:25][CH:26]=5)[N:12]=[C:13]([C:15]5[CH:16]=[CH:17][CH:18]=[CH:19][CH:20]=5)[N:14]=4)[CH:3]=[C:2]([C:37]4[CH:36]=[CH:35][C:34]([C:30]5[CH:31]=[CH:32][CH:33]=[C:28]([CH3:27])[N:29]=5)=[CH:39][CH:38]=4)[CH:7]=3)=[CH:36][CH:35]=2)[CH:31]=[CH:32][CH:33]=1. The catalyst class is: 160. (6) Reactant: [CH2:1]([N:4]1[C:11](=[O:12])[CH:10]2[N:13]([CH2:16][CH:17]=[CH2:18])[C:14](=[O:15])[CH:5]1[S:6]SS[S:9]2)[CH:2]=[CH2:3].[BH4-].[Na+]. Product: [SH:6][CH:5]1[N:4]([CH2:1][CH:2]=[CH2:3])[C:11](=[O:12])[CH:10]([SH:9])[N:13]([CH2:16][CH:17]=[CH2:18])[C:14]1=[O:15]. The catalyst class is: 92. (7) Reactant: [F:1][C:2]([F:14])([F:13])[C:3]1[CH:4]=[C:5]([NH:9][C:10]([NH2:12])=[O:11])[CH:6]=[CH:7][CH:8]=1.[C:15]([C:17]1[CH:24]=[CH:23][C:20]([CH:21]=O)=[CH:19][CH:18]=1)#[N:16].[N+:25]([C:28]1[CH:33]=[CH:32][C:31]([C:34](=[O:39])[CH2:35][C:36](=O)[CH3:37])=[CH:30][CH:29]=1)([O-:27])=[O:26]. Product: [N+:25]([C:28]1[CH:29]=[CH:30][C:31]([C:34]([C:35]2[CH:21]([C:20]3[CH:23]=[CH:24][C:17]([C:15]#[N:16])=[CH:18][CH:19]=3)[NH:12][C:10](=[O:11])[N:9]([C:5]3[CH:6]=[CH:7][CH:8]=[C:3]([C:2]([F:13])([F:14])[F:1])[CH:4]=3)[C:36]=2[CH3:37])=[O:39])=[CH:32][CH:33]=1)([O-:27])=[O:26]. The catalyst class is: 7.